Task: Predict the product of the given reaction.. Dataset: Forward reaction prediction with 1.9M reactions from USPTO patents (1976-2016) (1) Given the reactants [Cl:1][C:2]1[CH:9]=[C:8]([C:10]2[C:11]([CH3:16])=[N:12][O:13][C:14]=2[CH3:15])[CH:7]=[C:6]([N+:17]([O-])=O)[C:3]=1[NH:4][CH3:5].[OH-].[Na+], predict the reaction product. The product is: [Cl:1][C:2]1[CH:9]=[C:8]([C:10]2[C:11]([CH3:16])=[N:12][O:13][C:14]=2[CH3:15])[CH:7]=[C:6]([NH2:17])[C:3]=1[NH:4][CH3:5]. (2) Given the reactants [OH-:1].[Na+].[O:3]=[CH:4][C@@H:5]([C@H:7]([C@@H:9]([C@@H:11]([CH2:13][OH:14])[OH:12])[OH:10])[OH:8])[OH:6], predict the reaction product. The product is: [O:3]=[C:4]([OH:1])[C@@H:5]([C@H:7]([C@@H:9]([C@@H:11]([CH2:13][OH:14])[OH:12])[OH:10])[OH:8])[OH:6]. (3) Given the reactants [CH3:1][CH:2]([C:4]1[N:8]([CH2:9][CH2:10][C@@H:11]([OH:19])[CH2:12][C@@H:13]([OH:18])[CH2:14][C:15]([O-:17])=[O:16])[C:7]([C:20]2[CH:21]=[CH:22][C:23]([F:26])=[CH:24][CH:25]=2)=[C:6]([C:27]2[CH:28]=[CH:29][CH:30]=[CH:31][CH:32]=2)[C:5]=1[C:33]([NH:35][C:36]1[CH:37]=[CH:38][CH:39]=[CH:40][CH:41]=1)=[O:34])[CH3:3].[CH3:3][CH:2]([C:4]1[N:8]([CH2:9][CH2:10][C@@H:11]([OH:19])[CH2:12][C@@H:13]([OH:18])[CH2:14][C:15]([O-:17])=[O:16])[C:7]([C:20]2[CH:25]=[CH:24][C:23]([F:26])=[CH:22][CH:21]=2)=[C:6]([C:27]2[CH:32]=[CH:31][CH:30]=[CH:29][CH:28]=2)[C:5]=1[C:33]([NH:35][C:36]1[CH:41]=[CH:40][CH:39]=[CH:38][CH:37]=1)=[O:34])[CH3:1].[Ca+2].CCCCCC, predict the reaction product. The product is: [CH3:3][CH:2]([C:4]1[N:8]([CH2:9][CH2:10][C@@H:11]([OH:19])[CH2:12][C@@H:13]([OH:18])[CH2:14][C:15]([OH:17])=[O:16])[C:7]([C:20]2[CH:25]=[CH:24][C:23]([F:26])=[CH:22][CH:21]=2)=[C:6]([C:27]2[CH:32]=[CH:31][CH:30]=[CH:29][CH:28]=2)[C:5]=1[C:33]([NH:35][C:36]1[CH:41]=[CH:40][CH:39]=[CH:38][CH:37]=1)=[O:34])[CH3:1]. (4) Given the reactants [SH:1][C:2]1[N:3]([CH3:7])[CH:4]=[CH:5][N:6]=1.Cl[CH2:9][CH2:10][N:11]1[CH2:16][CH2:15][N:14]([C:17]2[CH:22]=[CH:21][CH:20]=[C:19]([C:23]([F:26])([F:25])[F:24])[CH:18]=2)[CH2:13][CH2:12]1.C([O-])([O-])=O.[K+].[K+].O, predict the reaction product. The product is: [CH3:7][N:3]1[CH:4]=[CH:5][N:6]=[C:2]1[S:1][CH2:9][CH2:10][N:11]1[CH2:12][CH2:13][N:14]([C:17]2[CH:22]=[CH:21][CH:20]=[C:19]([C:23]([F:26])([F:24])[F:25])[CH:18]=2)[CH2:15][CH2:16]1. (5) Given the reactants [NH2:1][C:2]1[S:3][CH2:4][CH:5]2[CH2:10][N:9]([C:11]3[N:16]=[CH:15][C:14]([F:17])=[CH:13][N:12]=3)[CH2:8][C:6]2([C:18]2[CH:19]=[C:20]([NH:25][C:26]([C:28]3[CH:33]=[CH:32][C:31]([F:34])=[CH:30][N:29]=3)=[O:27])[CH:21]=[CH:22][C:23]=2[F:24])[N:7]=1.CO.[ClH:37].C(OCC)C, predict the reaction product. The product is: [ClH:37].[NH2:1][C:2]1[S:3][CH2:4][C@@H:5]2[CH2:10][N:9]([C:11]3[N:16]=[CH:15][C:14]([F:17])=[CH:13][N:12]=3)[CH2:8][C@:6]2([C:18]2[CH:19]=[C:20]([NH:25][C:26]([C:28]3[CH:33]=[CH:32][C:31]([F:34])=[CH:30][N:29]=3)=[O:27])[CH:21]=[CH:22][C:23]=2[F:24])[N:7]=1. (6) Given the reactants C(S([N:7]1[CH2:12][CH2:11][C:10]([C:19]#[N:20])(N2CCCCC2)[CH2:9][CH2:8]1)(=O)=O)CC.[ClH:21].O1CCOCC1, predict the reaction product. The product is: [Cl-:21].[C:19]([CH:10]1[CH2:11][CH2:12][NH2+:7][CH2:8][CH2:9]1)#[N:20].[ClH:21].